Predict the product of the given reaction. From a dataset of Forward reaction prediction with 1.9M reactions from USPTO patents (1976-2016). (1) Given the reactants [NH2:1][C:2]1[C:3]([CH3:9])=[C:4]([OH:8])[CH:5]=[CH:6][CH:7]=1.[C:10]([O:14][C:15](=O)[O:16]C(C)(C)C)([CH3:13])([CH3:12])[CH3:11], predict the reaction product. The product is: [C:10]([O:14][C:15]([NH:1][C:2]1[C:3]([CH3:9])=[C:4]([OH:8])[CH:5]=[CH:6][CH:7]=1)=[O:16])([CH3:13])([CH3:12])[CH3:11]. (2) Given the reactants [CH2:1]([S:3]([C:6]1[CH:14]=[C:13]2[C:9]([C:10]([CH3:19])([CH3:18])[CH2:11][N:12]2C(=O)C)=[CH:8][C:7]=1[F:20])(=[O:5])=[O:4])[CH3:2].Cl, predict the reaction product. The product is: [CH2:1]([S:3]([C:6]1[CH:14]=[C:13]2[C:9]([C:10]([CH3:19])([CH3:18])[CH2:11][NH:12]2)=[CH:8][C:7]=1[F:20])(=[O:5])=[O:4])[CH3:2].